From a dataset of Full USPTO retrosynthesis dataset with 1.9M reactions from patents (1976-2016). Predict the reactants needed to synthesize the given product. The reactants are: C[O:2][C:3](=[O:23])[CH2:4][CH2:5][CH2:6][CH2:7][CH2:8][S:9][C:10]1[CH:15]=[CH:14][C:13]([C:16]2[CH:21]=[CH:20][C:19]([Cl:22])=[CH:18][CH:17]=2)=[CH:12][CH:11]=1.NO.[OH-].[K+].CO. Given the product [Cl:22][C:19]1[CH:20]=[CH:21][C:16]([C:13]2[CH:14]=[CH:15][C:10]([S:9][CH2:8][CH2:7][CH2:6][CH2:5][CH2:4][C:3]([OH:23])=[O:2])=[CH:11][CH:12]=2)=[CH:17][CH:18]=1, predict the reactants needed to synthesize it.